Dataset: Forward reaction prediction with 1.9M reactions from USPTO patents (1976-2016). Task: Predict the product of the given reaction. (1) Given the reactants [C:1]1([CH3:12])[CH:6]=[CH:5][CH:4]=[CH:3][C:2]=1[N:7]1[CH2:11][CH2:10][CH2:9][CH2:8]1.Cl[S:14]([OH:17])(=[O:16])=[O:15], predict the reaction product. The product is: [CH3:12][C:1]1[CH:6]=[C:5]([S:14]([OH:17])(=[O:16])=[O:15])[CH:4]=[CH:3][C:2]=1[N:7]1[CH2:11][CH2:10][CH2:9][CH2:8]1. (2) Given the reactants [N+:1]([C:4]1[CH:9]=[CH:8][C:7]([N:10]([CH2:14][CH2:15][C:16]2[CH:21]=[CH:20][CH:19]=[CH:18][N:17]=2)[C:11](=[O:13])[CH3:12])=[CH:6][CH:5]=1)([O-])=O, predict the reaction product. The product is: [NH2:1][C:4]1[CH:9]=[CH:8][C:7]([N:10]([CH2:14][CH2:15][C:16]2[CH:21]=[CH:20][CH:19]=[CH:18][N:17]=2)[C:11](=[O:13])[CH3:12])=[CH:6][CH:5]=1.